This data is from CYP2C19 inhibition data for predicting drug metabolism from PubChem BioAssay. The task is: Regression/Classification. Given a drug SMILES string, predict its absorption, distribution, metabolism, or excretion properties. Task type varies by dataset: regression for continuous measurements (e.g., permeability, clearance, half-life) or binary classification for categorical outcomes (e.g., BBB penetration, CYP inhibition). Dataset: cyp2c19_veith. (1) The drug is COCC(=O)N1CCC2(CC1)CCN(C(=O)Nc1cccc(F)c1)CC2. The result is 0 (non-inhibitor). (2) The molecule is CO[C@H]1COC(=O)[C@@H](C)COC(=O)[C@H](C)NC(=O)C/C=C\[C@H]1C. The result is 0 (non-inhibitor). (3) The compound is CC[C@H](C(=O)[C@H](C)[C@H](O)[C@H](C)CCc1ccc(C)c(O)c1C(=O)[O-])[C@H]1O[C@](CC)([C@@H]2CC[C@@](O)(CC)[C@H](C)O2)C[C@H]1C.[Na+]. The result is 0 (non-inhibitor). (4) The molecule is COC(=O)[C@@]1(Cc2ccc(OC)cc2)[C@H]2c3cc(C(=O)N4CCCC4)n(CCF)c3C[C@H]2CN1C(=O)c1ccccc1. The result is 1 (inhibitor). (5) The molecule is NS(=O)(=O)c1cc2c(cc1Cl)N=C(CCC(=O)O)N=S2(=O)O. The result is 0 (non-inhibitor). (6) The molecule is Nc1cc(=O)nc(SCC(=O)Nc2cccc3ccccc23)n1CCc1ccccc1. The result is 1 (inhibitor). (7) The drug is Cc1ccc(NP(=O)(Oc2ccccc2F)Oc2ccccc2F)cc1. The result is 1 (inhibitor). (8) The compound is NS(=O)(=O)c1ccc(NCc2nc3ccccc3[nH]2)cc1. The result is 0 (non-inhibitor).